Dataset: Forward reaction prediction with 1.9M reactions from USPTO patents (1976-2016). Task: Predict the product of the given reaction. (1) The product is: [C:1]([O:5][C:6](=[O:14])[NH:7][CH2:8][CH2:9][NH:10][C:11]1[S:12][C:16]([CH3:20])=[C:17]([CH3:18])[N:13]=1)([CH3:4])([CH3:2])[CH3:3]. Given the reactants [C:1]([O:5][C:6](=[O:14])[NH:7][CH2:8][CH2:9][NH:10][C:11]([NH2:13])=[S:12])([CH3:4])([CH3:3])[CH3:2].Br[CH:16]([CH3:20])[C:17](=O)[CH3:18].CCN(C(C)C)C(C)C, predict the reaction product. (2) Given the reactants [F:1][C:2]1[CH:3]=[C:4](B(O)O)[CH:5]=[C:6]([F:9])[C:7]=1[F:8].C(=O)([O-])[O-].[K+].[K+].[CH:19]1([C:22]2[CH:23]=[C:24]([CH:46]=[C:47]([O:50][CH2:51][CH3:52])[C:48]=2I)[CH2:25][N:26]2[CH2:29][C:28]3([CH2:33][C:32]([N:34]4[CH2:39][CH2:38][C:37]([CH3:45])([C:40]([O:42]CC)=[O:41])[CH2:36][CH2:35]4)=[N:31][O:30]3)[CH2:27]2)[CH2:21][CH2:20]1.C(=O)([O-])O.[Na+], predict the reaction product. The product is: [CH:19]1([C:22]2[CH:23]=[C:24]([CH2:25][N:26]3[CH2:27][C:28]4([CH2:33][C:32]([N:34]5[CH2:35][CH2:36][C:37]([CH3:45])([C:40]([OH:42])=[O:41])[CH2:38][CH2:39]5)=[N:31][O:30]4)[CH2:29]3)[CH:46]=[C:47]([O:50][CH2:51][CH3:52])[C:48]=2[C:4]2[CH:3]=[C:2]([F:1])[C:7]([F:8])=[C:6]([F:9])[CH:5]=2)[CH2:21][CH2:20]1.